Task: Predict the reaction yield, written as a fraction of the theoretical maximum amount of product (1.0 means a 100% yield; for example, 0.34 means a 34% yield).. Dataset: Reaction yield outcomes from USPTO patents with 853,638 reactions (1) The reactants are [CH2:1]([O:3][C:4]([C:6]1[C:15](=[O:16])[N:14]2[C:9]([C:10]([CH3:18])=[C:11](Cl)[CH:12]=[CH:13]2)=[C:8]([CH:19]2[CH2:21][CH2:20]2)[CH:7]=1)=[O:5])[CH3:2].[CH3:22][O:23][C:24]1[CH:29]=[CH:28][C:27](B(O)O)=[CH:26][CH:25]=1.C([O-])([O-])=O.[Na+].[Na+]. The catalyst is C1COCC1.Cl[Pd](Cl)([P](C1C=CC=CC=1)(C1C=CC=CC=1)C1C=CC=CC=1)[P](C1C=CC=CC=1)(C1C=CC=CC=1)C1C=CC=CC=1. The product is [CH2:1]([O:3][C:4]([C:6]1[C:15](=[O:16])[N:14]2[C:9]([C:10]([CH3:18])=[C:11]([C:27]3[CH:28]=[CH:29][C:24]([O:23][CH3:22])=[CH:25][CH:26]=3)[CH:12]=[CH:13]2)=[C:8]([CH:19]2[CH2:21][CH2:20]2)[CH:7]=1)=[O:5])[CH3:2]. The yield is 0.450. (2) The product is [C:13]([C:8]1[CH:7]=[CH:6][C:5]2[C:10](=[CH:11][CH:12]=[C:3]([CH2:2][C:17]3[CH:18]=[C:19]([CH:24]=[CH:25][N:26]=3)[C:20]([O:22][CH3:23])=[O:21])[CH:4]=2)[N:9]=1)#[N:14]. The yield is 0.450. The catalyst is O1CCOCC1.Cl[Pd](Cl)([P](C1C=CC=CC=1)(C1C=CC=CC=1)C1C=CC=CC=1)[P](C1C=CC=CC=1)(C1C=CC=CC=1)C1C=CC=CC=1. The reactants are Cl[CH2:2][C:3]1[CH:4]=[C:5]2[C:10](=[CH:11][CH:12]=1)[N:9]=[C:8]([C:13]#[N:14])[CH:7]=[CH:6]2.C[Sn](C)(C)[C:17]1[CH:18]=[C:19]([CH:24]=[CH:25][N:26]=1)[C:20]([O:22][CH3:23])=[O:21]. (3) The reactants are [OH:1][C@@H:2]1[CH2:19][CH2:18][C@@:17]2([CH3:20])[C@@H:4]([CH2:5][CH2:6][C@@H:7]3[C@@H:16]2[CH2:15][CH2:14][C@@:12]2([CH3:13])[C@H:8]3[CH2:9][CH2:10][C:11]2=[O:21])[CH2:3]1.C(N(CC)CC)C.O([Si](C)(C)C)S(C(F)(F)[F:34])(=O)=O.CCCCCC. The catalyst is C1(C)C=CC=CC=1. The product is [F:34][C@@H:10]1[CH2:9][C@H:8]2[C@H:7]3[C@H:16]([CH2:15][CH2:14][C@:12]2([CH3:13])[C:11]1=[O:21])[C@:17]1([CH3:20])[C@H:4]([CH2:3][C@H:2]([OH:1])[CH2:19][CH2:18]1)[CH2:5][CH2:6]3. The yield is 0.800.